This data is from NCI-60 drug combinations with 297,098 pairs across 59 cell lines. The task is: Regression. Given two drug SMILES strings and cell line genomic features, predict the synergy score measuring deviation from expected non-interaction effect. (1) Drug 1: C1CN(CCN1C(=O)CCBr)C(=O)CCBr. Drug 2: C1CCC(C(C1)N)N.C(=O)(C(=O)[O-])[O-].[Pt+4]. Cell line: SNB-19. Synergy scores: CSS=35.0, Synergy_ZIP=-12.1, Synergy_Bliss=-5.36, Synergy_Loewe=-9.54, Synergy_HSA=-3.13. (2) Drug 1: CC1CCC2CC(C(=CC=CC=CC(CC(C(=O)C(C(C(=CC(C(=O)CC(OC(=O)C3CCCCN3C(=O)C(=O)C1(O2)O)C(C)CC4CCC(C(C4)OC)OCCO)C)C)O)OC)C)C)C)OC. Drug 2: C1CN(P(=O)(OC1)NCCCl)CCCl. Cell line: A549. Synergy scores: CSS=0.624, Synergy_ZIP=1.80, Synergy_Bliss=3.59, Synergy_Loewe=1.00, Synergy_HSA=1.19. (3) Drug 1: CCC1=CC2CC(C3=C(CN(C2)C1)C4=CC=CC=C4N3)(C5=C(C=C6C(=C5)C78CCN9C7C(C=CC9)(C(C(C8N6C)(C(=O)OC)O)OC(=O)C)CC)OC)C(=O)OC.C(C(C(=O)O)O)(C(=O)O)O. Drug 2: CC1C(C(CC(O1)OC2CC(OC(C2O)C)OC3=CC4=CC5=C(C(=O)C(C(C5)C(C(=O)C(C(C)O)O)OC)OC6CC(C(C(O6)C)O)OC7CC(C(C(O7)C)O)OC8CC(C(C(O8)C)O)(C)O)C(=C4C(=C3C)O)O)O)O. Cell line: EKVX. Synergy scores: CSS=31.5, Synergy_ZIP=-0.638, Synergy_Bliss=-1.88, Synergy_Loewe=-2.05, Synergy_HSA=0.136. (4) Drug 1: C1=CC(=C2C(=C1NCCNCCO)C(=O)C3=C(C=CC(=C3C2=O)O)O)NCCNCCO. Drug 2: C1=C(C(=O)NC(=O)N1)F. Cell line: OVCAR3. Synergy scores: CSS=68.2, Synergy_ZIP=-1.16, Synergy_Bliss=-2.11, Synergy_Loewe=4.56, Synergy_HSA=6.22. (5) Drug 1: C#CCC(CC1=CN=C2C(=N1)C(=NC(=N2)N)N)C3=CC=C(C=C3)C(=O)NC(CCC(=O)O)C(=O)O. Drug 2: C1=NNC2=C1C(=O)NC=N2. Cell line: MDA-MB-231. Synergy scores: CSS=-3.73, Synergy_ZIP=5.87, Synergy_Bliss=6.84, Synergy_Loewe=-2.71, Synergy_HSA=-2.47. (6) Drug 1: CC(C1=C(C=CC(=C1Cl)F)Cl)OC2=C(N=CC(=C2)C3=CN(N=C3)C4CCNCC4)N. Drug 2: C1C(C(OC1N2C=NC(=NC2=O)N)CO)O. Cell line: COLO 205. Synergy scores: CSS=13.8, Synergy_ZIP=-7.11, Synergy_Bliss=-6.09, Synergy_Loewe=-12.1, Synergy_HSA=-6.48.